This data is from Reaction yield outcomes from USPTO patents with 853,638 reactions. The task is: Predict the reaction yield, written as a fraction of the theoretical maximum amount of product (1.0 means a 100% yield; for example, 0.34 means a 34% yield). (1) The yield is 0.430. The catalyst is C1(C)C=CC=CC=1. The reactants are [Cl:1][C:2]1[C:3]([N+:10]([O-:12])=[O:11])=[CH:4][C:5]([CH3:9])=[C:6]([NH2:8])[CH:7]=1.[C:13]1([CH2:19][C:20](Cl)=[O:21])[CH:18]=[CH:17][CH:16]=[CH:15][CH:14]=1. The product is [Cl:1][C:2]1[C:3]([N+:10]([O-:12])=[O:11])=[CH:4][C:5]([CH3:9])=[C:6]([NH:8][C:20](=[O:21])[CH2:19][C:13]2[CH:18]=[CH:17][CH:16]=[CH:15][CH:14]=2)[CH:7]=1. (2) The reactants are [C:1]([O:4][C@@H:5]1[C@@H:10]([O:11][C:12](=[O:14])[CH3:13])[C@@H:9]([O:15][C:16](=[O:18])[CH3:17])[C@@H:8]([CH2:19][O:20][C:21](=[O:23])[CH3:22])[O:7][C@@H:6]1[Br:24])(=[O:3])[CH3:2].[NH2:25][C:26]([NH2:28])=[S:27]. The catalyst is CC(C)=O. The product is [Br-:24].[C:1]([O:4][C@@H:5]1[C@@H:10]([O:11][C:12](=[O:14])[CH3:13])[C@@H:9]([O:15][C:16](=[O:18])[CH3:17])[C@@H:8]([CH2:19][O:20][C:21](=[O:23])[CH3:22])[O:7][C@H:6]1[S:27][C:26]([NH2:28])=[NH2+:25])(=[O:3])[CH3:2]. The yield is 0.910. (3) The reactants are [CH2:1]([N:3]([CH2:16][CH3:17])[C:4](=[O:15])[C:5]1[CH:10]=[CH:9][C:8](F)=[C:7]([N+:12]([O-:14])=[O:13])[CH:6]=1)[CH3:2].[CH3:18][N:19]([CH3:24])[CH2:20][CH:21]([NH2:23])[CH3:22].CCN(C(C)C)C(C)C. The catalyst is CN(C=O)C. The product is [CH3:18][N:19]([CH3:24])[CH2:20][CH:21]([NH:23][C:8]1[CH:9]=[CH:10][C:5]([C:4]([N:3]([CH2:16][CH3:17])[CH2:1][CH3:2])=[O:15])=[CH:6][C:7]=1[N+:12]([O-:14])=[O:13])[CH3:22]. The yield is 0.930. (4) The reactants are C[O:2][C:3](=O)[CH:4]=[CH:5][C@@H:6]([O:8][CH:9]1[CH2:14][CH2:13][CH2:12][CH2:11][O:10]1)[CH3:7].CC(C[AlH]CC(C)C)C. No catalyst specified. The product is [O:10]1[CH2:11][CH2:12][CH2:13][CH2:14][CH:9]1[O:8][C@@H:6]([CH3:7])[CH:5]=[CH:4][CH2:3][OH:2]. The yield is 0.880. (5) The reactants are [C:1]([O:5][C:6]([N:8]1[CH2:13][CH2:12][N:11]([C:14]2[C:19]([N+:20]([O-])=O)=[C:18]([NH:23][CH2:24][C:25]([O:27][CH2:28][CH3:29])=[O:26])[N:17]=[CH:16][N:15]=2)[CH2:10][CH2:9]1)=[O:7])([CH3:4])([CH3:3])[CH3:2]. The catalyst is CO.[Pd]. The product is [C:1]([O:5][C:6]([N:8]1[CH2:9][CH2:10][N:11]([C:14]2[C:19]([NH2:20])=[C:18]([NH:23][CH2:24][C:25]([O:27][CH2:28][CH3:29])=[O:26])[N:17]=[CH:16][N:15]=2)[CH2:12][CH2:13]1)=[O:7])([CH3:4])([CH3:3])[CH3:2]. The yield is 0.770. (6) The reactants are P(Cl)(Cl)(Cl)=O.[CH2:6]([O:8][C:9]([C:11]1[NH:12][CH:13]=[C:14]([CH3:16])[CH:15]=1)=[O:10])[CH3:7].[OH-].[Na+].CN(C)[CH:21]=[O:22]. The catalyst is O. The product is [CH2:6]([O:8][C:9]([C:11]1[NH:12][C:13]([CH:21]=[O:22])=[C:14]([CH3:16])[CH:15]=1)=[O:10])[CH3:7]. The yield is 0.680. (7) The reactants are C[O:2][C:3](=O)[C:4]1[CH:9]=[CH:8][CH:7]=[C:6]([C:10]2[O:11][C:12]([CH3:36])=[C:13]([CH2:15][N:16]3[C:24]4[C:19](=[CH:20][C:21]([C:25]([OH:34])([C:30]([F:33])([F:32])[F:31])[C:26]([F:29])([F:28])[F:27])=[CH:22][CH:23]=4)[CH2:18][CH:17]3[CH3:35])[N:14]=2)[CH:5]=1.[H-].[Al+3].[Li+].[H-].[H-].[H-]. The catalyst is C1COCC1. The product is [F:32][C:30]([F:31])([F:33])[C:25]([C:21]1[CH:20]=[C:19]2[C:24](=[CH:23][CH:22]=1)[N:16]([CH2:15][C:13]1[N:14]=[C:10]([C:6]3[CH:7]=[CH:8][CH:9]=[C:4]([CH2:3][OH:2])[CH:5]=3)[O:11][C:12]=1[CH3:36])[CH:17]([CH3:35])[CH2:18]2)([OH:34])[C:26]([F:29])([F:28])[F:27]. The yield is 0.930. (8) The product is [CH3:18][N:2]([CH3:1])[C:3]1[CH:8]=[C:7]([NH:9][C:10]2[CH:15]=[CH:14][C:13]([CH3:16])=[CH:12][CH:11]=2)[N:6]=[C:5]([NH:17][C:26](=[O:27])[CH2:25][C:19]2[CH:24]=[CH:23][CH:22]=[CH:21][CH:20]=2)[N:4]=1. The yield is 0.330. The catalyst is C(Cl)Cl. The reactants are [CH3:1][N:2]([CH3:18])[C:3]1[CH:8]=[C:7]([NH:9][C:10]2[CH:15]=[CH:14][C:13]([CH3:16])=[CH:12][CH:11]=2)[N:6]=[C:5]([NH2:17])[N:4]=1.[C:19]1([CH2:25][C:26](Cl)=[O:27])[CH:24]=[CH:23][CH:22]=[CH:21][CH:20]=1.C(N(CC)CC)C. (9) The reactants are N12CCCN=C1CCCCC2.Cl.[NH2:13][CH2:14][C:15]1[CH:23]=[CH:22][CH:21]=[C:20]2[C:16]=1[C:17](=[O:33])[N:18]([CH:25]1[CH2:30][CH2:29][C:28](=[O:31])[NH:27][C:26]1=[O:32])[C:19]2=[O:24].[N+](C1C=CC([N:43]([CH:47]2[CH2:51][CH2:50][CH2:49][CH2:48]2)[C:44](=O)[O-:45])=CC=1)([O-])=O. The catalyst is C(#N)C. The product is [O:32]=[C:26]1[CH:25]([N:18]2[C:17](=[O:33])[C:16]3[C:20](=[CH:21][CH:22]=[CH:23][C:15]=3[CH2:14][NH:13][C:44]([NH:43][CH:47]3[CH2:51][CH2:50][CH2:49][CH2:48]3)=[O:45])[C:19]2=[O:24])[CH2:30][CH2:29][C:28](=[O:31])[NH:27]1. The yield is 0.270.